Dataset: hERG Central: cardiac toxicity at 1µM, 10µM, and general inhibition. Task: Predict hERG channel inhibition at various concentrations. (1) The compound is CCOC(=O)C1(CCOc2ccccc2)CCN(Cc2ccc(O)c(Cl)c2)CC1. Results: hERG_inhib (hERG inhibition (general)): blocker. (2) Results: hERG_inhib (hERG inhibition (general)): blocker. The molecule is Cc1cccc(N2CCN(CCc3ccccc3)CC2)c1C. (3) The molecule is Cc1ccc(-n2cccn2)c(CN2CCCC(C(=O)c3sccc3C)C2)c1. Results: hERG_inhib (hERG inhibition (general)): blocker.